This data is from Peptide-MHC class I binding affinity with 185,985 pairs from IEDB/IMGT. The task is: Regression. Given a peptide amino acid sequence and an MHC pseudo amino acid sequence, predict their binding affinity value. This is MHC class I binding data. (1) The peptide sequence is LSPGMMMGMF. The MHC is Mamu-A02 with pseudo-sequence Mamu-A02. The binding affinity (normalized) is 0.709. (2) The peptide sequence is YTLNNGGAF. The MHC is HLA-C06:02 with pseudo-sequence HLA-C06:02. The binding affinity (normalized) is 0.0847. (3) The peptide sequence is PRQTGGFF. The binding affinity (normalized) is 0. The MHC is Mamu-B03 with pseudo-sequence Mamu-B03. (4) The peptide sequence is RVGIYFGMK. The MHC is HLA-A68:02 with pseudo-sequence HLA-A68:02. The binding affinity (normalized) is 0.0847.